From a dataset of Reaction yield outcomes from USPTO patents with 853,638 reactions. Predict the reaction yield, written as a fraction of the theoretical maximum amount of product (1.0 means a 100% yield; for example, 0.34 means a 34% yield). (1) The reactants are [CH3:1][O:2][C:3]1[CH:4]=[C:5]2[C:10](=[CH:11][C:12]=1[O:13][CH3:14])[N:9]=[CH:8][CH:7]=[C:6]2[O:15][C:16]1[CH:21]=[CH:20][C:19]([NH:22][C:23](=O)[CH2:24][CH2:25][O:26][C:27]2[CH:32]=[CH:31][CH:30]=[CH:29][CH:28]=2)=[C:18]([CH3:34])[C:17]=1[CH3:35].Cl.[OH-].[Na+]. The catalyst is O1CCCC1. The product is [CH3:1][O:2][C:3]1[CH:4]=[C:5]2[C:10](=[CH:11][C:12]=1[O:13][CH3:14])[N:9]=[CH:8][CH:7]=[C:6]2[O:15][C:16]1[CH:21]=[CH:20][C:19]([NH:22][CH2:23][CH2:24][CH2:25][O:26][C:27]2[CH:32]=[CH:31][CH:30]=[CH:29][CH:28]=2)=[C:18]([CH3:34])[C:17]=1[CH3:35]. The yield is 0.800. (2) The reactants are [Cl-].[Mg+2].[Cl-].[CH2:4](N(CC)CC)C.C(C(CC)(C([O-])=O)C([O-])=O)C.[Cl:22][C:23]1[CH:31]=[C:30]([N+:32]([O-:34])=[O:33])[CH:29]=[CH:28][C:24]=1[C:25](Cl)=[O:26]. The catalyst is C1(C)C=CC=CC=1. The product is [Cl:22][C:23]1[CH:31]=[C:30]([N+:32]([O-:34])=[O:33])[CH:29]=[CH:28][C:24]=1[C:25](=[O:26])[CH3:4]. The yield is 0.840. (3) The reactants are [CH2:1]([O:3][C:4](=[O:24])[CH2:5][C:6]1[C:14]2[C:9](=[CH:10][CH:11]=[C:12]([OH:15])[CH:13]=2)[N:8]([CH2:16][C:17]2[CH:22]=[CH:21][CH:20]=[CH:19][CH:18]=2)[C:7]=1[CH3:23])[CH3:2].C([O-])([O-])=O.[K+].[K+].[CH2:31]([O:33][P:34]([CH2:39][CH2:40][CH2:41]Br)(=[O:38])[O:35][CH2:36][CH3:37])[CH3:32]. The catalyst is CN(C=O)C.O. The product is [CH2:1]([O:3][C:4](=[O:24])[CH2:5][C:6]1[C:14]2[C:9](=[CH:10][CH:11]=[C:12]([O:15][CH2:41][CH2:40][CH2:39][P:34]([O:35][CH2:36][CH3:37])([O:33][CH2:31][CH3:32])=[O:38])[CH:13]=2)[N:8]([CH2:16][C:17]2[CH:18]=[CH:19][CH:20]=[CH:21][CH:22]=2)[C:7]=1[CH3:23])[CH3:2]. The yield is 0.750. (4) The reactants are Cl.[CH:2]([N:5]1[C:9]([C:10]2[N:19]=[C:18]3[N:12]([CH2:13][CH2:14][O:15][C:16]4[CH:23]=[C:22]([CH:24]5[CH2:29][CH2:28][NH:27][CH2:26][CH2:25]5)[CH:21]=[CH:20][C:17]=43)[CH:11]=2)=[N:8][C:7]([CH3:30])=[N:6]1)([CH3:4])[CH3:3].C(=O)([O-])[O-].[K+].[K+].Br[CH2:38][C:39]([NH2:41])=[O:40]. The catalyst is CN(C=O)C.C(OCC)(=O)C.CO. The product is [CH:2]([N:5]1[C:9]([C:10]2[N:19]=[C:18]3[C:17]4[CH:20]=[CH:21][C:22]([CH:24]5[CH2:29][CH2:28][N:27]([CH2:38][C:39]([NH2:41])=[O:40])[CH2:26][CH2:25]5)=[CH:23][C:16]=4[O:15][CH2:14][CH2:13][N:12]3[CH:11]=2)=[N:8][C:7]([CH3:30])=[N:6]1)([CH3:4])[CH3:3]. The yield is 0.410.